From a dataset of NCI-60 drug combinations with 297,098 pairs across 59 cell lines. Regression. Given two drug SMILES strings and cell line genomic features, predict the synergy score measuring deviation from expected non-interaction effect. Cell line: NCI-H460. Synergy scores: CSS=0.0795, Synergy_ZIP=-0.616, Synergy_Bliss=-1.34, Synergy_Loewe=-4.89, Synergy_HSA=-2.70. Drug 1: CCC(=C(C1=CC=CC=C1)C2=CC=C(C=C2)OCCN(C)C)C3=CC=CC=C3.C(C(=O)O)C(CC(=O)O)(C(=O)O)O. Drug 2: C1CNP(=O)(OC1)N(CCCl)CCCl.